Dataset: CYP2C9 inhibition data for predicting drug metabolism from PubChem BioAssay. Task: Regression/Classification. Given a drug SMILES string, predict its absorption, distribution, metabolism, or excretion properties. Task type varies by dataset: regression for continuous measurements (e.g., permeability, clearance, half-life) or binary classification for categorical outcomes (e.g., BBB penetration, CYP inhibition). Dataset: cyp2c9_veith. (1) The compound is CCOC(=O)c1[nH]c(C)c(CN(CCc2ccccc2)C(=O)CCC(=O)O)c1C. The result is 1 (inhibitor). (2) The molecule is COC(=O)[C@@]1(Cc2ccc(OC)cc2)[C@H]2c3cc(C(=O)N4CCCC4)n(CCc4ccc(O)c(OC)c4)c3C[C@H]2CN1C(=O)c1ccccc1. The result is 1 (inhibitor).